This data is from Forward reaction prediction with 1.9M reactions from USPTO patents (1976-2016). The task is: Predict the product of the given reaction. Given the reactants [CH2:1]([C@H:8]([NH:30][C:31]1[CH:36]=[CH:35][NH:34][C:33](=[O:37])[C:32]=1[C:38]1[NH:42][C:41]2[CH:43]=[C:44](Br)[CH:45]=[C:46]([CH3:47])[C:40]=2[N:39]=1)[CH2:9][O:10]C(C1C=CC=CC=1)(C1C=CC=CC=1)C1C=CC=CC=1)[C:2]1[CH:7]=[CH:6][CH:5]=[CH:4][CH:3]=1.[C:49]1(B(O)O)[CH:54]=[CH:53][CH:52]=[CH:51][CH:50]=1.C([O-])([O-])=O.[K+].[K+], predict the reaction product. The product is: [CH2:1]([C@H:8]([NH:30][C:31]1[CH:36]=[CH:35][NH:34][C:33](=[O:37])[C:32]=1[C:38]1[NH:42][C:41]2[CH:43]=[C:44]([C:49]3[CH:54]=[CH:53][CH:52]=[CH:51][CH:50]=3)[CH:45]=[C:46]([CH3:47])[C:40]=2[N:39]=1)[CH2:9][OH:10])[C:2]1[CH:7]=[CH:6][CH:5]=[CH:4][CH:3]=1.